Task: Predict the product of the given reaction.. Dataset: Forward reaction prediction with 1.9M reactions from USPTO patents (1976-2016) (1) Given the reactants [OH:1][C:2]1([CH2:20][NH:21]C(=O)OC(C)(C)C)[CH2:7][CH2:6][N:5]([CH2:8][C:9]2[S:13][C:12]([C:14]3[CH:19]=[CH:18][CH:17]=[CH:16][N:15]=3)=[N:11][CH:10]=2)[CH2:4][CH2:3]1.[F:29][C:30]([F:35])([F:34])[C:31]([OH:33])=[O:32], predict the reaction product. The product is: [F:29][C:30]([F:35])([F:34])[C:31]([OH:33])=[O:32].[F:29][C:30]([F:35])([F:34])[C:31]([OH:33])=[O:32].[NH2:21][CH2:20][C:2]1([OH:1])[CH2:7][CH2:6][N:5]([CH2:8][C:9]2[S:13][C:12]([C:14]3[CH:19]=[CH:18][CH:17]=[CH:16][N:15]=3)=[N:11][CH:10]=2)[CH2:4][CH2:3]1. (2) Given the reactants [C:1](Cl)(=[O:4])[CH:2]=[CH2:3].[CH3:6][N:7]1[CH2:14][C@@H:13]2[C@@H:9]([N:10]([C:15]3[CH:20]=[C:19]([O:21][CH3:22])[C:18]([NH:23][C:24]4[N:29]=[C:28]([C:30]5[C:38]6[C:33](=[CH:34][CH:35]=[CH:36][CH:37]=6)[N:32]([CH3:39])[CH:31]=5)[CH:27]=[CH:26][N:25]=4)=[CH:17][C:16]=3[NH2:40])[CH2:11][CH2:12]2)[CH2:8]1, predict the reaction product. The product is: [CH3:6][N:7]1[CH2:14][C@@H:13]2[C@@H:9]([N:10]([C:15]3[CH:20]=[C:19]([O:21][CH3:22])[C:18]([NH:23][C:24]4[N:29]=[C:28]([C:30]5[C:38]6[C:33](=[CH:34][CH:35]=[CH:36][CH:37]=6)[N:32]([CH3:39])[CH:31]=5)[CH:27]=[CH:26][N:25]=4)=[CH:17][C:16]=3[NH:40][C:1](=[O:4])[CH:2]=[CH2:3])[CH2:11][CH2:12]2)[CH2:8]1. (3) Given the reactants [B:10]1([B:10]2[O:14][C:13]([CH3:16])([CH3:15])[C:12]([CH3:18])([CH3:17])[O:11]2)[O:14][C:13]([CH3:16])([CH3:15])[C:12]([CH3:18])([CH3:17])[O:11]1.Br[C:20]1[CH:21]=[CH:22][C:23]([F:35])=[C:24]([CH:34]=1)[CH2:25][NH:26][C:27](=[O:33])[O:28][C:29]([CH3:32])([CH3:31])[CH3:30].C([O-])(=O)C.[K+], predict the reaction product. The product is: [F:35][C:23]1[CH:22]=[CH:21][C:20]([B:10]2[O:11][C:12]([CH3:17])([CH3:18])[C:13]([CH3:15])([CH3:16])[O:14]2)=[CH:34][C:24]=1[CH2:25][NH:26][C:27](=[O:33])[O:28][C:29]([CH3:32])([CH3:31])[CH3:30]. (4) Given the reactants [CH3:1][C:2]([S:6]([CH3:18])(=[N:8][CH2:9][CH2:10][O:11][CH:12]1[CH2:17][CH2:16][CH2:15][CH2:14][O:13]1)=[O:7])([CH3:5])[C:3]#[N:4].[Li]CCCC.[Br:24][C:25]1[N:30]=[C:29](/[C:31](=[N:33]/[S@@:34]([C:36]([CH3:39])([CH3:38])[CH3:37])=[O:35])/[CH3:32])[C:28]([F:40])=[C:27]([Si:41]([CH2:46][CH3:47])([CH2:44][CH3:45])[CH2:42][CH3:43])[CH:26]=1, predict the reaction product. The product is: [Br:24][C:25]1[N:30]=[C:29]([C@:31]([NH:33][S@@:34]([C:36]([CH3:38])([CH3:39])[CH3:37])=[O:35])([CH3:32])[CH2:18][S:6]([C:2]([C:3]#[N:4])([CH3:1])[CH3:5])(=[N:8][CH2:9][CH2:10][O:11][CH:12]2[CH2:17][CH2:16][CH2:15][CH2:14][O:13]2)=[O:7])[C:28]([F:40])=[C:27]([Si:41]([CH2:46][CH3:47])([CH2:42][CH3:43])[CH2:44][CH3:45])[CH:26]=1.